From a dataset of Forward reaction prediction with 1.9M reactions from USPTO patents (1976-2016). Predict the product of the given reaction. (1) Given the reactants O[CH2:2][C:3]1[CH:12]=[C:11]2[C:6]([CH:7]([NH:13][C:14](=[O:37])[CH2:15][CH:16]([NH:23][S:24]([C:27]3[CH:36]=[CH:35][C:34]4[C:29](=[CH:30][CH:31]=[CH:32][CH:33]=4)[CH:28]=3)(=[O:26])=[O:25])[C:17]3[CH:22]=[CH:21][CH:20]=[CH:19][CH:18]=3)[CH2:8][CH2:9][O:10]2)=[CH:5][CH:4]=1.CCN(C(C)C)C(C)C.CS(OS(C)(=O)=O)(=O)=O.[CH:56]([NH2:59])([CH3:58])[CH3:57], predict the reaction product. The product is: [CH:56]([NH:59][CH2:2][C:3]1[CH:12]=[C:11]2[C:6]([CH:7]([NH:13][C:14](=[O:37])[CH2:15][CH:16]([NH:23][S:24]([C:27]3[CH:36]=[CH:35][C:34]4[C:29](=[CH:30][CH:31]=[CH:32][CH:33]=4)[CH:28]=3)(=[O:26])=[O:25])[C:17]3[CH:18]=[CH:19][CH:20]=[CH:21][CH:22]=3)[CH2:8][CH2:9][O:10]2)=[CH:5][CH:4]=1)([CH3:58])[CH3:57]. (2) Given the reactants [CH:1]1[CH:5]=[C:4]([CH2:6][C:7]2[NH:11][C:10](C[C:10]3[NH:11][C:7]([CH2:6][C:4]4[NH:3][CH:2]=[CH:1][CH:5]=4)=[CH:8][CH:9]=3)=[CH:9][CH:8]=2)[NH:3][CH:2]=1.C(C1C=CC(C=O)=CC=1)(C)(C)C.N1C=CC=C1, predict the reaction product. The product is: [CH:9]1[CH:8]=[C:7]([CH2:6][C:4]2[NH:3][CH:2]=[CH:1][CH:5]=2)[NH:11][CH:10]=1. (3) Given the reactants C1(P(N=[N+]=[N-])(C2C=CC=CC=2)=O)C=CC=CC=1.[NH2:18][CH2:19][CH2:20][CH2:21][N:22]1[CH2:27][CH2:26]O[CH2:24][CH2:23]1.[F:28][C:29]1[CH:34]=[CH:33][C:32]([NH:35][C:36](=[O:57])[NH:37][C:38]2[CH:56]=[CH:55][C:41]([O:42][C:43]3[C:44]4[CH:51]=[C:50]([C:52](O)=[O:53])[NH:49][C:45]=4[N:46]=[CH:47][N:48]=3)=[CH:40][CH:39]=2)=[CH:31][CH:30]=1.[Cl-].[NH4+], predict the reaction product. The product is: [CH2:27]([N:22]([CH2:23][CH3:24])[CH2:21][CH2:20][CH2:19][NH:18][C:52]([C:50]1[NH:49][C:45]2[N:46]=[CH:47][N:48]=[C:43]([O:42][C:41]3[CH:55]=[CH:56][C:38]([NH:37][C:36]([NH:35][C:32]4[CH:33]=[CH:34][C:29]([F:28])=[CH:30][CH:31]=4)=[O:57])=[CH:39][CH:40]=3)[C:44]=2[CH:51]=1)=[O:53])[CH3:26].